Dataset: Forward reaction prediction with 1.9M reactions from USPTO patents (1976-2016). Task: Predict the product of the given reaction. (1) Given the reactants [Cl:1][C:2]1[CH:7]=[CH:6][CH:5]=[C:4]([Cl:8])[C:3]=1[CH2:9][S:10]([C:13]1[CH:14]=[C:15]2[C:19](=[CH:20][CH:21]=1)[NH:18][C:17](=[O:22])/[C:16]/2=[CH:23]\[C:24]1[NH:28][C:27]([CH3:29])=[C:26]([C:30]([OH:32])=O)[C:25]=1[CH3:33])(=[O:12])=[O:11].C1C=CC2N(O)N=NC=2C=1.CCN=C=NCCCN(C)C.Cl.[CH3:56][O:57][CH2:58][CH2:59][CH2:60][NH2:61], predict the reaction product. The product is: [CH3:56][O:57][CH2:58][CH2:59][CH2:60][NH:61][C:30]([C:26]1[C:25]([CH3:33])=[C:24](/[CH:23]=[C:16]2\[C:17](=[O:22])[NH:18][C:19]3[C:15]\2=[CH:14][C:13]([S:10]([CH2:9][C:3]2[C:2]([Cl:1])=[CH:7][CH:6]=[CH:5][C:4]=2[Cl:8])(=[O:12])=[O:11])=[CH:21][CH:20]=3)[NH:28][C:27]=1[CH3:29])=[O:32]. (2) Given the reactants [Cl:1][C:2]1[CH:7]=[CH:6][C:5]([C:8]2[CH:9]=[C:10]3[C:16]([C:17]([C:19]4[C:20]([F:33])=[C:21]([NH:26][S:27]([CH2:30][CH2:31][CH3:32])(=[O:29])=[O:28])[CH:22]=[CH:23][C:24]=4[F:25])=[O:18])=[CH:15][NH:14][C:11]3=[N:12][CH:13]=2)=[CH:4][CH:3]=1.[C:34]([NH:41][C@@H:42]([CH:46]([CH3:48])[CH3:47])[C:43](O)=[O:44])([O:36][C:37]([CH3:40])([CH3:39])[CH3:38])=[O:35].CCN=C=NCCCN(C)C, predict the reaction product. The product is: [Cl:1][C:2]1[CH:7]=[CH:6][C:5]([C:8]2[CH:9]=[C:10]3[C:16]([C:17]([C:19]4[C:20]([F:33])=[C:21]([N:26]([C:43](=[O:44])[C@@H:42]([NH:41][C:34](=[O:35])[O:36][C:37]([CH3:40])([CH3:39])[CH3:38])[CH:46]([CH3:48])[CH3:47])[S:27]([CH2:30][CH2:31][CH3:32])(=[O:28])=[O:29])[CH:22]=[CH:23][C:24]=4[F:25])=[O:18])=[CH:15][NH:14][C:11]3=[N:12][CH:13]=2)=[CH:4][CH:3]=1. (3) The product is: [C:1]([O:5][C:6]([N:8]1[CH2:13][CH2:12][N:11]([C:14]2[N:22]([C:35]3[CH:36]=[CH:37][CH:38]=[CH:39][C:34]=3[O:33][CH3:32])[C:21]3[C:20](=[O:23])[N:19]([CH2:24][C:25]([O:27][CH2:28][CH3:29])=[O:26])[C:18](=[O:30])[N:17]([CH3:31])[C:16]=3[N:15]=2)[CH2:10][CH2:9]1)=[O:7])([CH3:3])([CH3:4])[CH3:2]. Given the reactants [C:1]([O:5][C:6]([N:8]1[CH2:13][CH2:12][N:11]([C:14]2[NH:22][C:21]3[C:20](=[O:23])[N:19]([CH2:24][C:25]([O:27][CH2:28][CH3:29])=[O:26])[C:18](=[O:30])[N:17]([CH3:31])[C:16]=3[N:15]=2)[CH2:10][CH2:9]1)=[O:7])([CH3:4])([CH3:3])[CH3:2].[CH3:32][O:33][C:34]1[CH:39]=[CH:38][CH:37]=[CH:36][C:35]=1B(O)O.N1C=CC=CC=1, predict the reaction product. (4) The product is: [Cl:1][C:2]1[C:11]2[S:10](=[O:12])(=[O:13])[NH:9][NH:8][CH2:7][C:6]=2[CH:5]=[CH:4][C:3]=1[O:14][CH3:15]. Given the reactants [Cl:1][C:2]1[C:11]2[S:10](=[O:13])(=[O:12])[NH:9][N:8]=[CH:7][C:6]=2[CH:5]=[CH:4][C:3]=1[O:14][CH3:15], predict the reaction product. (5) Given the reactants [O:1]1CCOCC1.[Cl:7][C:8]1[CH:9]=[C:10]2[C:18](=[CH:19][C:20]=1[Cl:21])[NH:17][C:16]1[C:15]([CH3:23])([CH3:22])[C:14]3[CH:24]=[C:25]([O:28][CH3:29])[CH:26]=[CH:27][C:13]=3[CH2:12][C:11]2=1.C(C1C(=O)C(Cl)=C(Cl)C(=O)C=1C#N)#N, predict the reaction product. The product is: [Cl:7][C:8]1[CH:9]=[C:10]2[C:18](=[CH:19][C:20]=1[Cl:21])[NH:17][C:16]1[C:15]([CH3:22])([CH3:23])[C:14]3[CH:24]=[C:25]([O:28][CH3:29])[CH:26]=[CH:27][C:13]=3[C:12](=[O:1])[C:11]2=1. (6) Given the reactants [CH2:1](O)[C:2]1[CH:7]=[CH:6][CH:5]=[CH:4][CH:3]=1.[F:9][C:10]1[CH:11]=[C:12]2[CH:18]=[C:17]([C:19]([O:21][CH2:22][CH3:23])=[O:20])[NH:16][C:13]2=[N:14][CH:15]=1, predict the reaction product. The product is: [CH2:1]([N:16]1[C:13]2=[N:14][CH:15]=[C:10]([F:9])[CH:11]=[C:12]2[CH:18]=[C:17]1[C:19]([O:21][CH2:22][CH3:23])=[O:20])[C:2]1[CH:7]=[CH:6][CH:5]=[CH:4][CH:3]=1. (7) The product is: [ClH:20].[NH2:8][CH2:9][C:10]1[C:18]([Br:19])=[CH:17][CH:16]=[CH:15][C:11]=1[C:12]([OH:14])=[O:13]. Given the reactants C(OC([NH:8][CH2:9][C:10]1[C:18]([Br:19])=[CH:17][CH:16]=[CH:15][C:11]=1[C:12]([OH:14])=[O:13])=O)(C)(C)C.[ClH:20], predict the reaction product. (8) Given the reactants [C:1]([O:5][C:6](=[O:19])[NH:7][C:8]1[CH:13]=[CH:12][C:11]([C:14]([F:17])([F:16])[F:15])=[CH:10][C:9]=1[NH2:18])([CH3:4])([CH3:3])[CH3:2].C([O:24][C:25](=O)[CH2:26][C:27]([C:29]1[CH:34]=[CH:33][CH:32]=[C:31]([C:35]2[CH:40]=[CH:39][N:38]=[C:37]([CH3:41])[CH:36]=2)[CH:30]=1)=[O:28])(C)(C)C, predict the reaction product. The product is: [C:1]([O:5][C:6](=[O:19])[NH:7][C:8]1[CH:13]=[CH:12][C:11]([C:14]([F:17])([F:16])[F:15])=[CH:10][C:9]=1[NH:18][C:25](=[O:24])[CH2:26][C:27]([C:29]1[CH:34]=[CH:33][CH:32]=[C:31]([C:35]2[CH:40]=[CH:39][N:38]=[C:37]([CH3:41])[CH:36]=2)[CH:30]=1)=[O:28])([CH3:4])([CH3:2])[CH3:3]. (9) The product is: [Cl:6][C:7]1[C:39]([CH3:40])=[CH:38][C:10]([O:11][CH2:12][CH2:13][CH2:14][C:15]2[C:23]3[C:18](=[C:19]([C:24]4[C:25]([CH3:31])=[N:26][N:27]([CH3:30])[C:28]=4[CH3:29])[CH:20]=[CH:21][CH:22]=3)[N:17]([CH2:32][CH2:33][C:34]([NH:5][S:2]([CH3:1])(=[O:4])=[O:3])=[O:35])[C:16]=2[CH3:37])=[CH:9][C:8]=1[CH3:41]. Given the reactants [CH3:1][S:2]([NH2:5])(=[O:4])=[O:3].[Cl:6][C:7]1[C:39]([CH3:40])=[CH:38][C:10]([O:11][CH2:12][CH2:13][CH2:14][C:15]2[C:23]3[C:18](=[C:19]([C:24]4[C:25]([CH3:31])=[N:26][N:27]([CH3:30])[C:28]=4[CH3:29])[CH:20]=[CH:21][CH:22]=3)[N:17]([CH2:32][CH2:33][C:34](O)=[O:35])[C:16]=2[CH3:37])=[CH:9][C:8]=1[CH3:41], predict the reaction product.